Dataset: Catalyst prediction with 721,799 reactions and 888 catalyst types from USPTO. Task: Predict which catalyst facilitates the given reaction. (1) Reactant: [NH2:1][CH2:2][CH:3]1[CH2:8][CH2:7][NH:6][CH2:5][CH2:4]1.[C:9](=O)([O-:15])[O:10][C:11]([CH3:14])([CH3:13])[CH3:12].[C:9](=O)([O-:15])[O:10][C:11]([CH3:14])([CH3:13])[CH3:12]. Product: [C:11]([O:10][C:9]([N:6]1[CH2:7][CH2:8][CH:3]([CH2:2][NH2:1])[CH2:4][CH2:5]1)=[O:15])([CH3:14])([CH3:13])[CH3:12]. The catalyst class is: 7. (2) Reactant: [Si]([O:8][C@H:9]([CH2:40][C@H:41]([O:43][Si](C(C)(C)C)(C)C)[CH3:42])[C@H:10]([CH3:39])/[CH:11]=[C:12](\[CH3:38])/[CH2:13][C@@H:14]([C@@H:16]1[O:27][C:26](=[O:28])[CH2:25][CH2:24][CH2:23][C@H:22]([O:29][Si](C(C)(C)C)(C)C)[C@@H:21]([CH3:37])[CH2:20][CH:19]=[CH:18][CH2:17]1)[CH3:15])(C(C)(C)C)(C)C.N1C=CC=CC=1.N1C=CC=CC=1.F. Product: [OH:8][CH:9]([CH2:40][CH:41]([OH:43])[CH3:42])[C@H:10]([CH3:39])/[CH:11]=[C:12](\[CH3:38])/[CH2:13][C@@H:14]([CH:16]1[O:27][C:26](=[O:28])[CH2:25][CH2:24][CH2:23][C@H:22]([OH:29])[C@@H:21]([CH3:37])[CH2:20][CH:19]=[CH:18][CH2:17]1)[CH3:15]. The catalyst class is: 1. (3) Reactant: [NH2:1][C@@H:2]1[CH2:6][CH2:5][N:4]([C:7](OC(C)(C)C)=O)[CH2:3]1.C([N:16](CC)CC)C.[Cl:21][C:22]1[CH:27]=[CH:26][C:25]([Cl:28])=[CH:24][C:23]=1[S:29](Cl)(=[O:31])=[O:30].CCN(C(C)C)C(C)C.BrC#N. Product: [Cl:21][C:22]1[CH:27]=[CH:26][C:25]([Cl:28])=[CH:24][C:23]=1[S:29]([NH:1][C@@H:2]1[CH2:6][CH2:5][N:4]([C:7]#[N:16])[CH2:3]1)(=[O:31])=[O:30]. The catalyst class is: 18. (4) The catalyst class is: 5. Product: [C:1]([O:5][C:6]([NH:8][C@@H:9]([C:14]([OH:16])=[O:15])[CH2:10][CH:11]1[CH2:12][CH2:13]1)=[O:7])([CH3:4])([CH3:2])[CH3:3]. Reactant: [C:1]([O:5][C:6]([NH:8][C@@H:9]([C:14]([O:16]C)=[O:15])[CH2:10][CH:11]1[CH2:13][CH2:12]1)=[O:7])([CH3:4])([CH3:3])[CH3:2].[OH-].[Na+].